From a dataset of Full USPTO retrosynthesis dataset with 1.9M reactions from patents (1976-2016). Predict the reactants needed to synthesize the given product. (1) Given the product [Cl:15][C:12]1[CH:13]=[CH:14][C:9]([O:8][CH2:7][C:6]([OH:5])=[O:18])=[C:10]([C:16]#[C:17][C:20]2[N:21]([CH3:25])[CH:22]=[CH:23][N:24]=2)[CH:11]=1, predict the reactants needed to synthesize it. The reactants are: C([O:5][C:6](=[O:18])[CH2:7][O:8][C:9]1[CH:14]=[CH:13][C:12]([Cl:15])=[CH:11][C:10]=1[C:16]#[CH:17])(C)(C)C.Br[C:20]1[N:21]([CH3:25])[CH:22]=[CH:23][N:24]=1. (2) Given the product [ClH:37].[ClH:37].[CH3:1][N:2]1[C:10]2[CH:9]=[C:8]([N:11]3[CH:16]=[CH:15][C:14]([CH2:17][CH2:18][C:19]4[CH:20]=[CH:21][CH:22]=[CH:23][CH:24]=4)=[CH:13][C:12]3=[O:25])[CH:7]=[CH:6][C:5]=2[C:4]2[CH2:26][NH:27][CH2:28][CH2:29][C:3]1=2, predict the reactants needed to synthesize it. The reactants are: [CH3:1][N:2]1[C:10]2[CH:9]=[C:8]([N:11]3[CH:16]=[CH:15][C:14]([CH2:17][CH2:18][C:19]4[CH:24]=[CH:23][CH:22]=[CH:21][CH:20]=4)=[CH:13][C:12]3=[O:25])[CH:7]=[CH:6][C:5]=2[C:4]2[CH2:26][N:27](C(OC(C)(C)C)=O)[CH2:28][CH2:29][C:3]1=2.[ClH:37]. (3) The reactants are: [C:1]([O:4][C@H:5]1[O:19][C@H:18]([CH2:20][O:21][C:22](=[O:24])[CH3:23])[C@@H:13]([O:14][C:15](=[O:17])[CH3:16])[C@H:11]([OH:12])[C@@H:6]1[O:7][C:8](=[O:10])[CH3:9])(=[O:3])[CH3:2].ClC(O[C:29]1[CH:34]=[CH:33][C:32]([N+:35]([O-:37])=[O:36])=[CH:31][CH:30]=1)=O.C([O:41][CH2:42]C)(=O)C.O.[N:45]1C=CC=CC=1. Given the product [C:1]([O:4][C@H:5]1[O:19][C@H:18]([CH2:20][O:21][C:22](=[O:24])[CH3:23])[C@@H:13]([O:14][C:15](=[O:17])[CH3:16])[C@H:11]([O:12][C:42](=[O:41])[NH:45][C:29]2[CH:30]=[CH:31][C:32]([N+:35]([O-:37])=[O:36])=[CH:33][CH:34]=2)[C@@H:6]1[O:7][C:8](=[O:10])[CH3:9])(=[O:3])[CH3:2], predict the reactants needed to synthesize it. (4) Given the product [CH3:12][C:8]1[CH:9]=[N:10][C:11]2[CH:2]([NH2:13])[CH2:3][CH2:4][CH2:5][C:6]=2[CH:7]=1, predict the reactants needed to synthesize it. The reactants are: Cl[CH:2]1[C:11]2[N:10]=[CH:9][C:8]([CH3:12])=[CH:7][C:6]=2[CH2:5][CH2:4][CH2:3]1.[N-:13]=[N+]=[N-].[Na+]. (5) Given the product [Br:7][C:8]1[CH:13]=[CH:12][C:11]([S:14]([N:1]2[CH2:6][CH2:5][O:4][CH2:3][CH2:2]2)(=[O:15])=[O:16])=[C:10]([C:18]([F:21])([F:19])[F:20])[CH:9]=1, predict the reactants needed to synthesize it. The reactants are: [NH:1]1[CH2:6][CH2:5][O:4][CH2:3][CH2:2]1.[Br:7][C:8]1[CH:13]=[CH:12][C:11]([S:14](Cl)(=[O:16])=[O:15])=[C:10]([C:18]([F:21])([F:20])[F:19])[CH:9]=1.O.